Dataset: Catalyst prediction with 721,799 reactions and 888 catalyst types from USPTO. Task: Predict which catalyst facilitates the given reaction. (1) Product: [CH2:31]([O:33][C:55]1[CH:56]=[CH:57][C:52]([CH2:51][C@H:37]([NH:36][C:19](=[O:21])[C:18]2[CH:22]=[C:23]([CH3:25])[CH:24]=[C:16]([C:14]([N:13]([CH2:12][CH2:11][CH3:10])[CH2:26][CH2:27][CH3:28])=[O:15])[CH:17]=2)[C@H:38]([OH:50])[CH2:39][NH:40][CH2:41][C:42]2[CH:47]=[CH:46][CH:45]=[C:44]([O:48][CH3:49])[CH:43]=2)=[CH:53][CH:54]=1)[C:30]1[CH:71]=[CH:70][CH:69]=[CH:74][CH:73]=1. The catalyst class is: 4. Reactant: C(OC[CH2:10][CH2:11][CH2:12][N:13]([CH2:26][CH2:27][CH3:28])[C:14]([C:16]1[CH:17]=[C:18]([CH:22]=[C:23]([CH3:25])[CH:24]=1)[C:19]([OH:21])=O)=[O:15])C1C=CC=CC=1.F[C:30](F)(F)[C:31]([OH:33])=O.[NH2:36][C@@H:37]([CH2:51][C:52]1[CH:57]=[C:56](F)[CH:55]=[C:54](F)[CH:53]=1)[C@H:38]([OH:50])[CH2:39][NH:40][CH2:41][C:42]1[CH:47]=[CH:46][CH:45]=[C:44]([O:48][CH3:49])[CH:43]=1.C(N(CC)C(C)C)(C)C.[CH:69]1[CH:70]=[CH:71]C2N(O)N=N[C:73]=2[CH:74]=1.C(Cl)CCl. (2) Reactant: [CH2:1]([O:3][C:4](=[O:33])[C:5]([CH3:32])([CH3:31])[CH2:6][C:7]1[N:8]([CH2:23][C:24]2[CH:29]=[CH:28][C:27]([Br:30])=[CH:26][CH:25]=2)[C:9]2[C:14]([C:15]=1[S:16][C:17]([CH3:20])([CH3:19])[CH3:18])=[CH:13][C:12]([O:21]C)=[CH:11][CH:10]=2)[CH3:2].CC(S)(C)C.[Cl-].[Al+3].[Cl-].[Cl-]. Product: [CH2:1]([O:3][C:4](=[O:33])[C:5]([CH3:32])([CH3:31])[CH2:6][C:7]1[N:8]([CH2:23][C:24]2[CH:25]=[CH:26][C:27]([Br:30])=[CH:28][CH:29]=2)[C:9]2[C:14]([C:15]=1[S:16][C:17]([CH3:20])([CH3:19])[CH3:18])=[CH:13][C:12]([OH:21])=[CH:11][CH:10]=2)[CH3:2]. The catalyst class is: 4. (3) Reactant: [F:1][C:2]1[CH:22]=[CH:21][CH:20]=[CH:19][C:3]=1[CH2:4][CH:5]1[CH2:10][CH:9]([C:11]([O:13]C)=[O:12])[CH2:8][CH2:7][N:6]1[C:15]([O:17][CH3:18])=[O:16].[Br-].[Li+].C(N(CC)CC)C.CC(OC)(C)C. Product: [F:1][C:2]1[CH:22]=[CH:21][CH:20]=[CH:19][C:3]=1[CH2:4][CH:5]1[CH2:10][CH:9]([C:11]([OH:13])=[O:12])[CH2:8][CH2:7][N:6]1[C:15]([O:17][CH3:18])=[O:16]. The catalyst class is: 47. (4) Reactant: [O:1]=[C:2]1[N:7]([CH2:8][C:9]2[CH:10]=[C:11]([C:15]3[N:20]=[CH:19][C:18]([CH2:21][CH2:22][CH2:23][NH:24]C(=O)OC(C)(C)C)=[CH:17][N:16]=3)[CH:12]=[CH:13][CH:14]=2)[N:6]=[C:5]([C:32]2[CH:37]=[C:36]([F:38])[C:35]([F:39])=[C:34]([F:40])[CH:33]=2)[CH:4]=[CH:3]1.FC(F)(F)C(O)=O. Product: [NH2:24][CH2:23][CH2:22][CH2:21][C:18]1[CH:17]=[N:16][C:15]([C:11]2[CH:10]=[C:9]([CH:14]=[CH:13][CH:12]=2)[CH2:8][N:7]2[C:2](=[O:1])[CH:3]=[CH:4][C:5]([C:32]3[CH:37]=[C:36]([F:38])[C:35]([F:39])=[C:34]([F:40])[CH:33]=3)=[N:6]2)=[N:20][CH:19]=1. The catalyst class is: 4. (5) Reactant: [C:1]([C:3]1[CH:41]=[CH:40][C:6]([CH2:7][N:8]2[CH2:13][CH2:12][CH:11]([NH:14][C:15]([C:17]3[CH:25]=[CH:24][C:23]4[NH:22][C:21]5[CH2:26][CH2:27][N:28](C(OCC6C=CC=CC=6)=O)[CH2:29][C:20]=5[C:19]=4[CH:18]=3)=[O:16])[CH2:10][CH2:9]2)=[CH:5][CH:4]=1)#[N:2].Br.CC(O)=O.C(N(CC)CC)C.[F:54][C:55]([F:67])([F:66])[C:56]1[CH:61]=[CH:60][C:59]([S:62](Cl)(=[O:64])=[O:63])=[CH:58][CH:57]=1.C(=O)(O)[O-].[Na+]. Product: [C:1]([C:3]1[CH:4]=[CH:5][C:6]([CH2:7][N:8]2[CH2:13][CH2:12][CH:11]([NH:14][C:15]([C:17]3[CH:25]=[CH:24][C:23]4[NH:22][C:21]5[CH2:26][CH2:27][N:28]([S:62]([C:59]6[CH:58]=[CH:57][C:56]([C:55]([F:54])([F:66])[F:67])=[CH:61][CH:60]=6)(=[O:64])=[O:63])[CH2:29][C:20]=5[C:19]=4[CH:18]=3)=[O:16])[CH2:10][CH2:9]2)=[CH:40][CH:41]=1)#[N:2]. The catalyst class is: 4.